From a dataset of TCR-epitope binding with 47,182 pairs between 192 epitopes and 23,139 TCRs. Binary Classification. Given a T-cell receptor sequence (or CDR3 region) and an epitope sequence, predict whether binding occurs between them. (1) The epitope is GTSGSPIINR. The TCR CDR3 sequence is CASSFLPSGGPDYNEQFF. Result: 1 (the TCR binds to the epitope). (2) The epitope is LLWNGPMAV. The TCR CDR3 sequence is CASSWVGNEQFF. Result: 1 (the TCR binds to the epitope).